From a dataset of Catalyst prediction with 721,799 reactions and 888 catalyst types from USPTO. Predict which catalyst facilitates the given reaction. (1) Reactant: [C:1]([C:4]1[S:5][CH:6]=[C:7]([C:9]([NH:11][C@@H:12]([CH3:28])[CH2:13][N:14]2[CH:18]=[CH:17][C:16]([C:19]3[CH:24]=[CH:23][C:22]([C:25]#[N:26])=[C:21]([Cl:27])[CH:20]=3)=[N:15]2)=[O:10])[N:8]=1)(=[O:3])[CH3:2].[BH4-].[Na+].O.Cl. The catalyst class is: 8. Product: [Cl:27][C:21]1[CH:20]=[C:19]([C:16]2[CH:17]=[CH:18][N:14]([CH2:13][C@@H:12]([NH:11][C:9]([C:7]3[N:8]=[C:4]([CH:1]([OH:3])[CH3:2])[S:5][CH:6]=3)=[O:10])[CH3:28])[N:15]=2)[CH:24]=[CH:23][C:22]=1[C:25]#[N:26]. (2) Reactant: [N+:1]([C:4]1[CH:15]=[C:14]2[C:7]([NH:8][CH:9]=[C:10]2[CH2:11][CH2:12][NH2:13])=[CH:6][CH:5]=1)([O-:3])=[O:2].[CH:16](=O)[C:17]1[C:18](=[CH:20][CH:21]=[CH:22][CH:23]=1)[OH:19].[OH-].[K+].[BH4-].[Na+]. Product: [N+:1]([C:4]1[CH:15]=[C:14]2[C:7](=[CH:6][CH:5]=1)[NH:8][CH:9]=[C:10]2[CH2:11][CH2:12][NH:13][CH2:16][C:17]1[CH:23]=[CH:22][CH:21]=[CH:20][C:18]=1[OH:19])([O-:3])=[O:2]. The catalyst class is: 8.